Dataset: Reaction yield outcomes from USPTO patents with 853,638 reactions. Task: Predict the reaction yield, written as a fraction of the theoretical maximum amount of product (1.0 means a 100% yield; for example, 0.34 means a 34% yield). (1) The reactants are [OH:1][C:2]1[C@H:11]2[C@H:6]([C@H:7]3[CH2:12][C@@H:10]2[CH2:9][CH2:8]3)[N:5]([CH2:13][CH2:14][CH:15]([CH3:17])[CH3:16])[C:4](=[O:18])[C:3]=1[C:19]1[NH:24][C:23]2[CH:25]=[CH:26][C:27]([NH:29][S:30]([CH3:33])(=[O:32])=[O:31])=[CH:28][C:22]=2[S:21](=[O:35])(=[O:34])[N:20]=1.[C:36](=O)([O-])[O-].[K+].[K+].IC. The catalyst is CN(C)C=O. The product is [OH:1][C:2]1[C@H:11]2[C@H:6]([C@H:7]3[CH2:12][C@@H:10]2[CH2:9][CH2:8]3)[N:5]([CH2:13][CH2:14][CH:15]([CH3:17])[CH3:16])[C:4](=[O:18])[C:3]=1[C:19]1[NH:24][C:23]2[CH:25]=[CH:26][C:27]([N:29]([CH3:36])[S:30]([CH3:33])(=[O:32])=[O:31])=[CH:28][C:22]=2[S:21](=[O:35])(=[O:34])[N:20]=1. The yield is 0.564. (2) The reactants are [OH-].[K+].[N+:3]([C:6]1[CH:11]=[CH:10][CH:9]=[CH:8][C:7]=1[S:12]([NH:15][C:16]1[CH:21]=[CH:20][CH:19]=[CH:18][CH:17]=1)(=[O:14])=[O:13])([O-:5])=[O:4].Br[CH2:23][CH2:24][CH:25]=[CH2:26]. The catalyst is CN(C=O)C.CCOC(C)=O. The product is [CH2:26]([N:15]([C:16]1[CH:17]=[CH:18][CH:19]=[CH:20][CH:21]=1)[S:12]([C:7]1[CH:8]=[CH:9][CH:10]=[CH:11][C:6]=1[N+:3]([O-:5])=[O:4])(=[O:14])=[O:13])[CH2:25][CH:24]=[CH2:23]. The yield is 0.635. (3) The reactants are Br[C:2]1[NH:3][C:4]2[C:9]([C:10]=1[CH:11]1[CH2:16][CH2:15][CH2:14][CH2:13][CH2:12]1)=[CH:8][CH:7]=[C:6]([C:17]([O:19][CH3:20])=[O:18])[CH:5]=2.[CH:21]([C:23]1[CH:28]=[CH:27][CH:26]=[CH:25][C:24]=1B(O)O)=[O:22].[Li+].[Cl-].CCO.C1(C)C=CC=CC=1. The catalyst is C([O-])([O-])=O.[Na+].[Na+].C1C=CC([P]([Pd]([P](C2C=CC=CC=2)(C2C=CC=CC=2)C2C=CC=CC=2)([P](C2C=CC=CC=2)(C2C=CC=CC=2)C2C=CC=CC=2)[P](C2C=CC=CC=2)(C2C=CC=CC=2)C2C=CC=CC=2)(C2C=CC=CC=2)C2C=CC=CC=2)=CC=1. The product is [CH:11]1([C:10]2[C:9]3[C:4](=[CH:5][C:6]([C:17]([O:19][CH3:20])=[O:18])=[CH:7][CH:8]=3)[N:3]3[CH:21]([OH:22])[C:23]4[C:28]([C:2]=23)=[CH:27][CH:26]=[CH:25][CH:24]=4)[CH2:16][CH2:15][CH2:14][CH2:13][CH2:12]1. The yield is 0.700. (4) The reactants are [CH3:1][C:2]1[CH:7]=[CH:6][N:5]=[C:4]([NH2:8])[C:3]=1[N+:9]([O-])=O.[H][H].[C:14]1([C:20](OC)(OC)OC)[CH:19]=[CH:18][CH:17]=[CH:16][CH:15]=1.CC1C=CC(S(O)(=O)=O)=CC=1.C([O-])(O)=O.[Na+]. The catalyst is CO.[Ni].CCCCCC.O. The product is [CH3:1][C:2]1[CH:7]=[CH:6][N:5]=[C:4]2[NH:8][C:20]([C:14]3[CH:19]=[CH:18][CH:17]=[CH:16][CH:15]=3)=[N:9][C:3]=12. The yield is 0.400. (5) The reactants are C(O[CH:4](OCC)[CH2:5][O:6][C:7]1[CH:12]=[CH:11][C:10]([C:13]2([C:16]([OH:18])=[O:17])[CH2:15][CH2:14]2)=[CH:9][CH:8]=1)C. The catalyst is C1(C)C(C)=CC=CC=1. The product is [O:6]1[C:7]2[CH:12]=[CH:11][C:10]([C:13]3([C:16]([OH:18])=[O:17])[CH2:15][CH2:14]3)=[CH:9][C:8]=2[CH:4]=[CH:5]1. The yield is 0.0500.